The task is: Predict the product of the given reaction.. This data is from Forward reaction prediction with 1.9M reactions from USPTO patents (1976-2016). (1) Given the reactants [CH3:1][O:2][C:3](=[O:19])[C:4]1[CH:9]=[C:8]([N:10]2[CH2:14][CH2:13][CH2:12][C:11]2=[O:15])[CH:7]=[C:6]([N+:16]([O-])=O)[CH:5]=1, predict the reaction product. The product is: [CH3:1][O:2][C:3](=[O:19])[C:4]1[CH:9]=[C:8]([N:10]2[CH2:14][CH2:13][CH2:12][C:11]2=[O:15])[CH:7]=[C:6]([NH2:16])[CH:5]=1. (2) Given the reactants [Br:1][C:2]1[CH:7]=[CH:6][C:5]([CH2:8]Br)=[CH:4][CH:3]=1.[CH3:10][NH:11][CH3:12].C(=O)([O-])[O-].[K+].[K+], predict the reaction product. The product is: [Br:1][C:2]1[CH:7]=[CH:6][C:5]([CH2:8][N:11]([CH3:12])[CH3:10])=[CH:4][CH:3]=1.